From a dataset of Full USPTO retrosynthesis dataset with 1.9M reactions from patents (1976-2016). Predict the reactants needed to synthesize the given product. (1) The reactants are: [CH3:1][O:2][C:3](=[O:24])[CH2:4][O:5][C:6]1[CH:7]=[N:8][C:9]([C:12]#[C:13][Si](C(C)C)(C(C)C)C(C)C)=[CH:10][CH:11]=1.C(O)(=O)C.CCCC[N+](CCCC)(CCCC)CCCC.[F-]. Given the product [CH3:1][O:2][C:3](=[O:24])[CH2:4][O:5][C:6]1[CH:7]=[N:8][C:9]([C:12]#[CH:13])=[CH:10][CH:11]=1, predict the reactants needed to synthesize it. (2) The reactants are: [CH2:1]([C:3]1([CH2:18][CH3:19])[C:15]2[CH:14]=[C:13]([Br:16])[CH:12]=[CH:11][C:10]=2[C:9]2[C:4]1=[CH:5][C:6](Br)=[CH:7][CH:8]=2)[CH3:2].C([Li])CCC.CN([CH:28]=[O:29])C. Given the product [Br:16][C:13]1[CH:14]=[C:15]2[C:10]([C:9]3[CH:8]=[CH:7][C:6]([CH:28]=[O:29])=[CH:5][C:4]=3[C:3]2([CH2:1][CH3:2])[CH2:18][CH3:19])=[CH:11][CH:12]=1, predict the reactants needed to synthesize it. (3) The reactants are: [CH:1]1[C:6](=[O:7])[C:5]([OH:8])=[CH:4][O:3][C:2]=1[CH2:9]O.S(Cl)([Cl:13])=O. Given the product [Cl:13][CH2:9][C:2]1[O:3][CH:4]=[C:5]([OH:8])[C:6](=[O:7])[CH:1]=1, predict the reactants needed to synthesize it. (4) Given the product [Cl:1][C:2]1[C:7]([C:28]2[C@@:29]3([CH3:32])[CH2:30][CH2:31][C@H:20]4[C@H:21]([C@@H:25]3[CH2:26][CH:27]=2)[CH2:22][CH:23]=[C:24]2[C@:19]4([CH3:34])[CH2:18][CH2:17][C:16](=[O:35])[N:15]2[CH2:14][CH2:13][N:12]([CH3:11])[CH3:36])=[CH:6][CH:5]=[CH:4][N:3]=1, predict the reactants needed to synthesize it. The reactants are: [Cl:1][C:2]1[C:7](B(O)O)=[CH:6][CH:5]=[CH:4][N:3]=1.[CH3:11][N:12]([CH3:36])[CH2:13][CH2:14][N:15]1[C:24]2[C@@:19]([CH3:34])([C@H:20]3[CH2:31][CH2:30][C@@:29]4([CH3:32])[C@@H:25]([CH2:26][CH:27]=[C:28]4I)[C@@H:21]3[CH2:22][CH:23]=2)[CH2:18][CH2:17][C:16]1=[O:35].O.